Dataset: Full USPTO retrosynthesis dataset with 1.9M reactions from patents (1976-2016). Task: Predict the reactants needed to synthesize the given product. (1) Given the product [NH2:1][C:2]1[N:7]=[C:6]([S:8]([NH:11][C:12]([C:14]2[C:15]([N:24]3[CH2:25][CH:26]([CH3:28])[CH2:27][C:23]3([CH3:29])[CH3:22])=[N:16][C:17]([Cl:20])=[CH:18][CH:19]=2)=[O:13])(=[O:10])=[O:9])[CH:5]=[CH:4][CH:3]=1, predict the reactants needed to synthesize it. The reactants are: [NH2:1][C:2]1[N:7]=[C:6]([S:8]([NH:11][C:12]([C:14]2[C:15](Cl)=[N:16][C:17]([Cl:20])=[CH:18][CH:19]=2)=[O:13])(=[O:10])=[O:9])[CH:5]=[CH:4][CH:3]=1.[CH3:22][C:23]1([CH3:29])[CH2:27][CH:26]([CH3:28])[CH2:25][NH:24]1.C(=O)([O-])[O-].[K+].[K+]. (2) Given the product [CH:5]1(/[C:8](/[CH3:14])=[CH:9]/[C:10]2[NH:45][C:44]3[CH:43]=[CH:42][C:41]([C:46]4[CH:51]=[CH:50][CH:49]=[CH:48][C:47]=4[C:52]([F:55])([F:54])[F:53])=[CH:40][C:39]=3[N:36]=2)[CH2:6][CH2:7][CH2:2][CH2:3][CH2:4]1, predict the reactants needed to synthesize it. The reactants are: F[C:2]1(F)[CH2:7][CH2:6][CH:5]([CH:8]=[CH:9][C:10](Cl)=O)[CH2:4][CH2:3]1.[CH2:14](OC(C1CCC(F)(F)CC1)=O)C.CC1(C=O)CCOCC1.[N+:36]([C:39]1[CH:40]=[C:41]([C:46]2[CH:51]=[CH:50][CH:49]=[CH:48][C:47]=2[C:52]([F:55])([F:54])[F:53])[CH:42]=[CH:43][C:44]=1[NH2:45])([O-])=O. (3) Given the product [Cl:29][C:24]1[CH:23]=[C:22]([C@@:16]2([C:18]([F:20])([F:21])[F:19])[CH2:15][N:14]=[C:13]([C:10]3[CH:11]=[CH:12][C:7]([C:6]([OH:31])=[O:5])=[C:8]([CH3:30])[CH:9]=3)[CH2:17]2)[CH:27]=[C:26]([Cl:28])[CH:25]=1, predict the reactants needed to synthesize it. The reactants are: C([O:5][C:6](=[O:31])[C:7]1[CH:12]=[CH:11][C:10]([C:13]2[CH2:17][C@:16]([C:22]3[CH:27]=[C:26]([Cl:28])[CH:25]=[C:24]([Cl:29])[CH:23]=3)([C:18]([F:21])([F:20])[F:19])[CH2:15][N:14]=2)=[CH:9][C:8]=1[CH3:30])(C)(C)C.FC(CC(O)=O)(F)F. (4) The reactants are: [F:1][C:2]1[C:11]([CH3:12])=[C:10]2[C:5]([CH:6]=[C:7]([C@@H:25]([NH2:27])[CH3:26])[C:8]([N:13]3[CH2:18][CH2:17][N:16]([C:19]4[CH:24]=[N:23][CH:22]=[CH:21][N:20]=4)[CH2:15][CH2:14]3)=[N:9]2)=[CH:4][CH:3]=1.Cl[C:29]1[C:30]2[N:38]=[CH:37][CH:36]=[CH:35][C:31]=2[N:32]=[CH:33][N:34]=1.CCN(C(C)C)C(C)C. Given the product [F:1][C:2]1[C:11]([CH3:12])=[C:10]2[C:5]([CH:6]=[C:7]([C@@H:25]([NH:27][C:29]3[C:30]4[N:38]=[CH:37][CH:36]=[CH:35][C:31]=4[N:32]=[CH:33][N:34]=3)[CH3:26])[C:8]([N:13]3[CH2:14][CH2:15][N:16]([C:19]4[CH:24]=[N:23][CH:22]=[CH:21][N:20]=4)[CH2:17][CH2:18]3)=[N:9]2)=[CH:4][CH:3]=1, predict the reactants needed to synthesize it. (5) Given the product [C:4]([O:3][C:1]([N:8]1[CH2:9][CH2:10][CH:11]([C:14](=[O:16])[NH:38][C:37]2[C:39]([CH3:44])=[CH:40][C:41]([CH3:43])=[CH:42][C:36]=2[Br:35])[CH2:12][CH2:13]1)=[O:2])([CH3:5])([CH3:6])[CH3:7], predict the reactants needed to synthesize it. The reactants are: [C:1]([N:8]1[CH2:13][CH2:12][CH:11]([C:14]([OH:16])=O)[CH2:10][CH2:9]1)([O:3][C:4]([CH3:7])([CH3:6])[CH3:5])=[O:2].C(Cl)(=O)C(Cl)=O.CN(C=O)C.CCN(CC)CC.[Br:35][C:36]1[CH:42]=[C:41]([CH3:43])[CH:40]=[C:39]([CH3:44])[C:37]=1[NH2:38]. (6) The reactants are: [OH2:1].[OH:2][CH2:3][C@@H:4]1[C:10]([CH3:11])=[CH:9][C@@H:8]2[CH2:12][N:5]1[C:6](=[O:17])[N:7]2[O:13][CH2:14][CH:15]=[CH2:16]. Given the product [CH3:11][C:10]1[CH:4]([C:3]([OH:1])=[O:2])[N:5]2[CH2:12][CH:8]([CH:9]=1)[N:7]([O:13][CH2:14][CH:15]=[CH2:16])[C:6]2=[O:17], predict the reactants needed to synthesize it. (7) Given the product [CH3:3][O:4][C:5](=[O:21])[C:6]1[CH:7]=[CH:8][C:9]([O:12][C:13]2[CH:18]=[CH:17][C:16]([CH2:19][OH:20])=[CH:15][CH:14]=2)=[CH:10][CH:11]=1, predict the reactants needed to synthesize it. The reactants are: [BH4-].[Na+].[CH3:3][O:4][C:5](=[O:21])[C:6]1[CH:11]=[CH:10][C:9]([O:12][C:13]2[CH:18]=[CH:17][C:16]([CH:19]=[O:20])=[CH:15][CH:14]=2)=[CH:8][CH:7]=1.